Dataset: Forward reaction prediction with 1.9M reactions from USPTO patents (1976-2016). Task: Predict the product of the given reaction. (1) The product is: [Br:41][C:11]1[C:10]2[C:5](=[CH:6][CH:7]=[C:8]([C:13]([NH:15][C:16]3[C:21]([CH3:22])=[CH:20][C:19]([C:23]([F:35])([C:28]([F:34])([F:33])[C:29]([F:32])([F:31])[F:30])[C:24]([F:27])([F:26])[F:25])=[CH:18][C:17]=3[CH2:36][CH3:37])=[O:14])[CH:9]=2)[N:4]=[C:3]([C:1]#[N:2])[CH:12]=1. Given the reactants [C:1]([C:3]1[CH:12]=[CH:11][C:10]2[C:5](=[CH:6][CH:7]=[C:8]([C:13]([NH:15][C:16]3[C:21]([CH3:22])=[CH:20][C:19]([C:23]([F:35])([C:28]([F:34])([F:33])[C:29]([F:32])([F:31])[F:30])[C:24]([F:27])([F:26])[F:25])=[CH:18][C:17]=3[CH2:36][CH3:37])=[O:14])[CH:9]=2)[N+:4]=1[O-])#[N:2].P(Br)(Br)([Br:41])=O.C(=O)([O-])O.[Na+], predict the reaction product. (2) Given the reactants [O:1]1[CH2:3][C@@H:2]1[CH2:4][OH:5].O[C:7]1[CH:12]=[CH:11][CH:10]=[CH:9][C:8]=1[NH:13][C:14]([NH2:16])=[O:15].C1(P(C2C=CC=CC=2)C2C=CC=CC=2)C=CC=CC=1.CCOC(/N=N/C(OCC)=O)=O, predict the reaction product. The product is: [O:1]1[CH2:3][C@@H:2]1[CH2:4][O:5][C:7]1[CH:12]=[CH:11][CH:10]=[CH:9][C:8]=1[NH:13][C:14]([NH2:16])=[O:15].